Dataset: Full USPTO retrosynthesis dataset with 1.9M reactions from patents (1976-2016). Task: Predict the reactants needed to synthesize the given product. (1) Given the product [CH3:15][C:13](=[CH2:14])[C:12]([NH:5][C:4]1[CH:6]=[CH:7][C:8]([N+:9]([O-:11])=[O:10])=[C:2]([CH3:1])[CH:3]=1)=[O:16], predict the reactants needed to synthesize it. The reactants are: [CH3:1][C:2]1[CH:3]=[C:4]([CH:6]=[CH:7][C:8]=1[N+:9]([O-:11])=[O:10])[NH2:5].[C:12](Cl)(=[O:16])[C:13]([CH3:15])=[CH2:14].O. (2) Given the product [F:11][C:10]1[CH:9]=[CH:8][C:7]([CH:12]2[NH:13][C:14]3[C:19]4[C:20](=[N:36][NH:37][C:29](=[O:31])[C:18]=4[CH:17]=[CH:16][CH:15]=3)[CH:21]2[C:22]2[N:23]([CH3:27])[CH:24]=[CH:25][N:26]=2)=[CH:6][C:5]=1[C:3]([N:2]([CH3:1])[CH3:34])=[O:4], predict the reactants needed to synthesize it. The reactants are: [CH3:1][N:2]([CH3:34])[C:3]([C:5]1[CH:6]=[C:7]([CH:12]2[CH:21]([C:22]3[N:23]([CH3:27])[CH:24]=[CH:25][N:26]=3)[C:20](=O)[C:19]3[C:18]([C:29]([O:31]CC)=O)=[CH:17][CH:16]=[CH:15][C:14]=3[NH:13]2)[CH:8]=[CH:9][C:10]=1[F:11])=[O:4].O.[NH2:36][NH2:37].